From a dataset of Full USPTO retrosynthesis dataset with 1.9M reactions from patents (1976-2016). Predict the reactants needed to synthesize the given product. (1) Given the product [F:29][C:8]1[C:7]([OH:6])=[C:12]([F:13])[CH:11]=[CH:10][C:9]=1[CH:14]([NH:22][S@:23]([C:25]([CH3:28])([CH3:27])[CH3:26])=[O:24])[CH2:15][C:16]1[CH:17]=[CH:18][N:19]=[CH:20][CH:21]=1, predict the reactants needed to synthesize it. The reactants are: C([Si](C)(C)[O:6][C:7]1[C:8]([F:29])=[C:9]([CH:14]([NH:22][S@:23]([C:25]([CH3:28])([CH3:27])[CH3:26])=[O:24])[CH2:15][C:16]2[CH:21]=[CH:20][N:19]=[CH:18][CH:17]=2)[CH:10]=[CH:11][C:12]=1[F:13])(C)(C)C.[F-].C([N+](CCCC)(CCCC)CCCC)CCC. (2) Given the product [NH2:22][C:23]1[N:27]([C:28]2[CH:29]=[CH:30][C:31]([F:34])=[CH:32][CH:33]=2)[N:26]=[CH:25][C:24]=1[C:35]([NH:37][CH2:38][C:39]([CH2:45][NH:46][C:5]([C:4]1[C:8]([CH:12]([F:14])[F:13])=[CH:9][CH:10]=[CH:11][C:3]=1[CH:2]([F:1])[F:15])=[O:7])([OH:44])[C:40]([F:43])([F:42])[F:41])=[O:36], predict the reactants needed to synthesize it. The reactants are: [F:1][CH:2]([F:15])[C:3]1[CH:11]=[CH:10][CH:9]=[C:8]([CH:12]([F:14])[F:13])[C:4]=1[C:5]([OH:7])=O.C(Cl)(=O)C(Cl)=O.[NH2:22][C:23]1[N:27]([C:28]2[CH:33]=[CH:32][C:31]([F:34])=[CH:30][CH:29]=2)[N:26]=[CH:25][C:24]=1[C:35]([NH:37][CH2:38][C:39]([CH2:45][NH2:46])([OH:44])[C:40]([F:43])([F:42])[F:41])=[O:36].C(N(C(C)C)CC)(C)C. (3) Given the product [C:29]1([N:10]([CH:11]2[CH2:16][CH2:15][N:14]([C:17](=[O:28])[C:18]3[CH:23]=[CH:22][C:21]([C:24]([F:26])([F:27])[F:25])=[CH:20][CH:19]=3)[CH2:13][CH2:12]2)[C:8](=[O:9])[CH2:7][N:1]2[CH2:6][CH2:5][N:4]([C:47]([N:42]3[CH2:46][CH2:45][CH2:44][CH2:43]3)=[O:48])[CH2:3][CH2:2]2)[CH:34]=[CH:33][CH:32]=[CH:31][CH:30]=1, predict the reactants needed to synthesize it. The reactants are: [N:1]1([CH2:7][C:8]([N:10]([C:29]2[CH:34]=[CH:33][CH:32]=[CH:31][CH:30]=2)[CH:11]2[CH2:16][CH2:15][N:14]([C:17](=[O:28])[C:18]3[CH:23]=[CH:22][C:21]([C:24]([F:27])([F:26])[F:25])=[CH:20][CH:19]=3)[CH2:13][CH2:12]2)=[O:9])[CH2:6][CH2:5][NH:4][CH2:3][CH2:2]1.C(N(CC)CC)C.[N:42]1([C:47](Cl)=[O:48])[CH2:46][CH2:45][CH2:44][CH2:43]1.O. (4) Given the product [C:44]([O:43][C:41](=[O:42])[N:13]([C@@H:11]([C:1]1[C:10]2[C:5](=[CH:6][CH:7]=[CH:8][CH:9]=2)[CH:4]=[CH:3][CH:2]=1)[CH3:12])[CH2:14][CH:15]1[CH:20]([C:21]2[CH:26]=[CH:25][CH:24]=[CH:23][CH:22]=2)[CH2:19][CH2:18][NH:17][CH2:16]1)([CH3:45])([CH3:46])[CH3:47], predict the reactants needed to synthesize it. The reactants are: [C:1]1([C@H:11]([NH:13][CH2:14][CH:15]2[CH:20]([C:21]3[CH:26]=[CH:25][CH:24]=[CH:23][CH:22]=3)[CH2:19][CH2:18][N:17](C(=O)C(F)(F)F)[CH2:16]2)[CH3:12])[C:10]2[C:5](=[CH:6][CH:7]=[CH:8][CH:9]=2)[CH:4]=[CH:3][CH:2]=1.[C:44]([O:43][C:41](O[C:41]([O:43][C:44]([CH3:47])([CH3:46])[CH3:45])=[O:42])=[O:42])([CH3:47])([CH3:46])[CH3:45].CO.[OH-].[Na+]. (5) Given the product [C:6]([C:13]([NH2:16])([OH:5])[CH3:14])([O:8][C:9]([CH3:12])([CH3:11])[CH3:10])=[O:7].[CH:17]1[CH:18]=[CH:19][C:20]([NH:27][C:28]2[C:33]([Cl:34])=[CH:32][CH:31]=[CH:30][C:29]=2[Cl:35])=[C:21]([CH2:23][C:24]([OH:26])=[O:25])[CH:22]=1, predict the reactants needed to synthesize it. The reactants are: CN(C=[O:5])C.[C:6]([CH:13]([NH2:16])[CH2:14]Br)([O:8][C:9]([CH3:12])([CH3:11])[CH3:10])=[O:7].[CH:17]1[CH:18]=[CH:19][C:20]([NH:27][C:28]2[C:29]([Cl:35])=[CH:30][CH:31]=[CH:32][C:33]=2[Cl:34])=[C:21]([CH2:23][C:24]([O-:26])=[O:25])[CH:22]=1.[Na+]. (6) Given the product [C:31]([O:37][C@@H:11]1[C@@H:10]([CH2:9][O:8][C:5](=[O:7])[CH3:6])[O:15][C@H:14]2[C@H:13]([N:20]=[C:21]([NH:4][CH2:1][CH:2]=[CH2:3])[S:22]2)[C@H:12]1[O:8][C:5](=[O:7])[CH3:6])(=[O:32])[CH3:33], predict the reactants needed to synthesize it. The reactants are: [CH2:1]([NH2:4])[CH:2]=[CH2:3].[C:5]([O:8][CH2:9][C@@H:10]1[O:15][C@@H:14](CC([O-])=O)[C@H:13]([N:20]=[C:21]=[S:22])[C@H:12](CC([O-])=O)[C@@H:11]1CC([O-])=O)(=[O:7])[CH3:6].[C:31]([OH:37])([C:33](F)(F)F)=[O:32]. (7) The reactants are: [Cl:1][C:2]1[CH:3]=[C:4]([C:8]([NH:10][C:11]2[CH:16]=[CH:15][C:14](B3OC(C)(C)C(C)(C)O3)=[CH:13][C:12]=2[O:26][CH3:27])=[O:9])[N:5]([CH3:7])[CH:6]=1.Br[C:29]1[N:30]=[C:31]([C@H:39]2[CH2:44][CH2:43][C@H:42]([N:45]3[CH2:50][CH2:49][N:48]([CH3:51])[CH2:47][CH2:46]3)[CH2:41][CH2:40]2)[N:32]2[CH:37]=[CH:36][N:35]=[C:34]([CH3:38])[C:33]=12. Given the product [Cl:1][C:2]1[CH:3]=[C:4]([C:8]([NH:10][C:11]2[CH:16]=[CH:15][C:14]([C:29]3[N:30]=[C:31]([C@H:39]4[CH2:40][CH2:41][C@H:42]([N:45]5[CH2:46][CH2:47][N:48]([CH3:51])[CH2:49][CH2:50]5)[CH2:43][CH2:44]4)[N:32]4[CH:37]=[CH:36][N:35]=[C:34]([CH3:38])[C:33]=34)=[CH:13][C:12]=2[O:26][CH3:27])=[O:9])[N:5]([CH3:7])[CH:6]=1, predict the reactants needed to synthesize it. (8) The reactants are: [N+:1]([C:4]1[CH:9]=[CH:8][CH:7]=[CH:6][C:5]=1[NH:10][CH:11]1[CH2:16][CH2:15][O:14][CH2:13][CH2:12]1)([O-])=O. Given the product [O:14]1[CH2:13][CH2:12][CH:11]([NH:10][C:5]2[C:4]([NH2:1])=[CH:9][CH:8]=[CH:7][CH:6]=2)[CH2:16][CH2:15]1, predict the reactants needed to synthesize it.